This data is from Forward reaction prediction with 1.9M reactions from USPTO patents (1976-2016). The task is: Predict the product of the given reaction. Given the reactants [CH3:1][C:2]1([CH2:7][CH2:8][CH2:9][CH2:10][N:11]2[CH:15]=[CH:14][C:13]([NH2:16])=[N:12]2)[O:6]CCO1.[C:17]1([C:23]2[O:27][CH:26]=[N:25][C:24]=2[C:28](O)=[O:29])[CH:22]=[CH:21][CH:20]=[CH:19][CH:18]=1, predict the reaction product. The product is: [O:6]=[C:2]([CH3:1])[CH2:7][CH2:8][CH2:9][CH2:10][N:11]1[CH:15]=[CH:14][C:13]([NH:16][C:28]([C:24]2[N:25]=[CH:26][O:27][C:23]=2[C:17]2[CH:18]=[CH:19][CH:20]=[CH:21][CH:22]=2)=[O:29])=[N:12]1.